This data is from Catalyst prediction with 721,799 reactions and 888 catalyst types from USPTO. The task is: Predict which catalyst facilitates the given reaction. (1) Reactant: Br[C:2]1[CH:3]=[C:4]([N:22]([CH2:29][CH3:30])[CH:23]2[CH2:28][CH2:27][O:26][CH2:25][CH2:24]2)[C:5]([CH3:21])=[C:6]([CH:20]=1)[C:7]([NH:9][CH2:10][C:11]1[C:12](=[O:19])[NH:13][C:14]([CH3:18])=[CH:15][C:16]=1[CH3:17])=[O:8].[CH3:31][N:32]1[CH:36]=[C:35](B(O)O)[CH:34]=[N:33]1.C([O-])([O-])=O.[Na+].[Na+]. Product: [CH3:17][C:16]1[CH:15]=[C:14]([CH3:18])[NH:13][C:12](=[O:19])[C:11]=1[CH2:10][NH:9][C:7](=[O:8])[C:6]1[CH:20]=[C:2]([C:35]2[CH:34]=[N:33][N:32]([CH3:31])[CH:36]=2)[CH:3]=[C:4]([N:22]([CH2:29][CH3:30])[CH:23]2[CH2:28][CH2:27][O:26][CH2:25][CH2:24]2)[C:5]=1[CH3:21]. The catalyst class is: 70. (2) Reactant: [CH3:1][C:2]([Si:5]([C:21]1[CH:26]=[CH:25][CH:24]=[CH:23][CH:22]=1)([C:15]1[CH:20]=[CH:19][CH:18]=[CH:17][CH:16]=1)[O:6][CH2:7][C@@H:8]1[CH2:14][C@@H:13]2[C@@H:11]([CH2:12]2)[CH2:10][NH:9]1)([CH3:4])[CH3:3].[CH3:27][C:28]([O:31][C:32](O[C:32]([O:31][C:28]([CH3:30])([CH3:29])[CH3:27])=[O:33])=[O:33])([CH3:30])[CH3:29]. Product: [CH3:4][C:2]([Si:5]([C:21]1[CH:26]=[CH:25][CH:24]=[CH:23][CH:22]=1)([C:15]1[CH:16]=[CH:17][CH:18]=[CH:19][CH:20]=1)[O:6][CH2:7][C@@H:8]1[CH2:14][C@@H:13]2[C@@H:11]([CH2:12]2)[CH2:10][N:9]1[C:32]([O:31][C:28]([CH3:30])([CH3:29])[CH3:27])=[O:33])([CH3:1])[CH3:3]. The catalyst class is: 2. (3) Reactant: F[C:2]1[CH:9]=[CH:8][C:7](OC)=[CH:6][C:3]=1[C:4]#[N:5].O.[NH2:13][NH2:14]. Product: [NH:13]1[C:6]2[C:3](=[CH:2][CH:9]=[CH:8][CH:7]=2)[C:4]([NH2:5])=[N:14]1. The catalyst class is: 114. (4) Reactant: [Br:1][C:2]1[CH:22]=[CH:21][C:5]([CH2:6][O:7][CH2:8][C:9]([F:20])([F:19])[CH2:10][O:11][Si](C(C)(C)C)(C)C)=[CH:4][CH:3]=1.CCCC[N+](CCCC)(CCCC)CCCC.[F-]. Product: [Br:1][C:2]1[CH:22]=[CH:21][C:5]([CH2:6][O:7][CH2:8][C:9]([F:19])([F:20])[CH2:10][OH:11])=[CH:4][CH:3]=1. The catalyst class is: 1.